Dataset: HIV replication inhibition screening data with 41,000+ compounds from the AIDS Antiviral Screen. Task: Binary Classification. Given a drug SMILES string, predict its activity (active/inactive) in a high-throughput screening assay against a specified biological target. (1) The compound is Cc1ccc(S(=O)(=O)NN=C2C=CC3(CC2)C(=O)N(I)c2ccccc23)cc1. The result is 0 (inactive). (2) The compound is C1CN(N=NN2CCOCC2)CCO1. The result is 0 (inactive). (3) The drug is Cn1c2ccccc2c2c3c(ccc21)C(=O)N(c1ccccc1)C3=O. The result is 0 (inactive). (4) The drug is Cc1cc(=O)n2nc(CSc3n[nH]c(=N)s3)sc2n1. The result is 0 (inactive). (5) The drug is N=C(N)Nc1ccccc1SSc1ccccc1NC(=N)N.O=S(=O)(O)O. The result is 1 (active).